From a dataset of Forward reaction prediction with 1.9M reactions from USPTO patents (1976-2016). Predict the product of the given reaction. (1) Given the reactants Br[C:2]1[C:3]([O:17][C:18]2[CH:23]=[CH:22][C:21]([F:24])=[CH:20][C:19]=2[F:25])=[N:4][C:5]([O:8][C:9]2[CH:14]=[CH:13][C:12]([F:15])=[CH:11][C:10]=2[F:16])=[N:6][CH:7]=1.C([Mg]Cl)(C)C.[C:31](Cl)(=[O:36])[CH2:32][CH:33]([CH3:35])[CH3:34], predict the reaction product. The product is: [F:16][C:10]1[CH:11]=[C:12]([F:15])[CH:13]=[CH:14][C:9]=1[O:8][C:5]1[N:4]=[C:3]([O:17][C:18]2[CH:23]=[CH:22][C:21]([F:24])=[CH:20][C:19]=2[F:25])[C:2]([C:31](=[O:36])[CH2:32][CH:33]([CH3:35])[CH3:34])=[CH:7][N:6]=1. (2) The product is: [NH2:1][C:2]1[N:3]=[C:4]2[C:5]([N:25]=[C:32]([C:31]3[CH:34]=[CH:35][C:28]([Br:27])=[CH:29][CH:30]=3)[NH:26]2)=[C:6]([N:8]2[CH2:9][CH2:10][N:11]([C:14](=[O:24])[CH2:15][O:16][C:17]3[CH:18]=[CH:19][C:20]([Cl:23])=[CH:21][CH:22]=3)[CH2:12][CH2:13]2)[N:7]=1. Given the reactants [NH2:1][C:2]1[N:7]=[C:6]([N:8]2[CH2:13][CH2:12][N:11]([C:14](=[O:24])[CH2:15][O:16][C:17]3[CH:22]=[CH:21][C:20]([Cl:23])=[CH:19][CH:18]=3)[CH2:10][CH2:9]2)[C:5]([NH2:25])=[C:4]([NH2:26])[N:3]=1.[Br:27][C:28]1[CH:35]=[CH:34][C:31]([CH:32]=O)=[CH:30][CH:29]=1, predict the reaction product. (3) Given the reactants [OH:1][C:2]1[CH:7]=[CH:6][C:5](C23NCCN2C(=O)C2C3=CC=CC=2)=[CH:4][CH:3]=1.F[C:22]1[CH:30]=[CH:29][C:25](C(Cl)=O)=[CH:24][CH:23]=1.C1(O)C=CC=CC=1.ClCC#N.C([O-])([O-])=O.[K+].[K+], predict the reaction product. The product is: [C:22]1([O:1][C:2]2[CH:3]=[CH:4][CH:5]=[CH:6][CH:7]=2)[CH:30]=[CH:29][CH:25]=[CH:24][CH:23]=1. (4) Given the reactants [C:1]([O:5][C:6]([NH:8][CH2:9][C:10]1[N:11]([CH2:38][CH:39]([CH3:41])[CH3:40])[C:12](=[O:37])[C:13]2[C:18]([C:19]=1[C:20]1[CH:25]=[CH:24][CH:23]=[CH:22][CH:21]=1)=[CH:17][C:16]([C:26]1[S:27][C:28]([C:32]([O:34]CC)=[O:33])=[C:29]([CH3:31])[N:30]=1)=[CH:15][CH:14]=2)=[O:7])([CH3:4])([CH3:3])[CH3:2].C(O)C.[OH-].[Na+].Cl, predict the reaction product. The product is: [C:1]([O:5][C:6]([NH:8][CH2:9][C:10]1[N:11]([CH2:38][CH:39]([CH3:41])[CH3:40])[C:12](=[O:37])[C:13]2[C:18]([C:19]=1[C:20]1[CH:25]=[CH:24][CH:23]=[CH:22][CH:21]=1)=[CH:17][C:16]([C:26]1[S:27][C:28]([C:32]([OH:34])=[O:33])=[C:29]([CH3:31])[N:30]=1)=[CH:15][CH:14]=2)=[O:7])([CH3:2])([CH3:4])[CH3:3]. (5) Given the reactants [C:1]([O:9][CH2:10][C:11]1[CH:16]=[CH:15][C:14]([CH2:17][O:18][Si](C(C)(C)C)(C)C)=[CH:13][C:12]=1[CH2:26][O:27][C:28](=[O:35])[C:29]1[CH:34]=[CH:33][CH:32]=[CH:31][CH:30]=1)(=[O:8])[C:2]1[CH:7]=[CH:6][CH:5]=[CH:4][CH:3]=1.[F-].C([N+](CCCC)(CCCC)CCCC)CCC.[Cl-].[NH4+], predict the reaction product. The product is: [C:1]([O:9][CH2:10][C:11]1[CH:16]=[CH:15][C:14]([CH2:17][OH:18])=[CH:13][C:12]=1[CH2:26][O:27][C:28](=[O:35])[C:29]1[CH:30]=[CH:31][CH:32]=[CH:33][CH:34]=1)(=[O:8])[C:2]1[CH:3]=[CH:4][CH:5]=[CH:6][CH:7]=1. (6) Given the reactants [C:1]1(B(O)O)[CH:6]=[CH:5][CH:4]=[CH:3][CH:2]=1.O.[CH3:11][O:12][C:13](=[O:23])[C:14]1[CH:19]=[C:18](I)[C:17]([OH:21])=[C:16](I)[CH:15]=1, predict the reaction product. The product is: [CH3:11][O:12][C:13](=[O:23])[C:14]1[CH:19]=[C:18]([C:1]2[CH:6]=[CH:5][CH:4]=[CH:3][CH:2]=2)[C:17]([OH:21])=[C:16]([C:1]2[CH:6]=[CH:5][CH:4]=[CH:3][CH:2]=2)[CH:15]=1. (7) Given the reactants [OH:1][C@@H:2]([CH:6]([CH3:8])[CH3:7])[C:3](O)=[O:4].[C:9]([C:13]1[S:17][C:16]([NH:18][C:19](=[O:25])[CH:20]([NH2:24])[CH2:21][CH2:22][CH3:23])=[N:15][N:14]=1)([CH3:12])([CH3:11])[CH3:10].CCN=C=NCCCN(C)C.Cl.C(N(CC)CC)C, predict the reaction product. The product is: [C:9]([C:13]1[S:17][C:16]([NH:18][C:19](=[O:25])[CH:20]([NH:24][C:3](=[O:4])[CH:2]([OH:1])[CH:6]([CH3:8])[CH3:7])[CH2:21][CH2:22][CH3:23])=[N:15][N:14]=1)([CH3:11])([CH3:10])[CH3:12]. (8) Given the reactants [CH2:1]([C:3]1[C:11]2[C:6](=[N:7][CH:8]=[CH:9][C:10]=2[O:12][C:13]2[CH:19]=[CH:18][C:16]([NH2:17])=[CH:15][C:14]=2[F:20])[NH:5][CH:4]=1)[CH3:2].N1C=CC=NC=1N.Cl.Cl[C:30]1[CH:35]=[C:34]([C:36]([F:39])([F:38])[F:37])[N:33]=[C:32]([NH2:40])[N:31]=1.[OH-].[Na+], predict the reaction product. The product is: [CH2:1]([C:3]1[C:11]2[C:6](=[N:7][CH:8]=[CH:9][C:10]=2[O:12][C:13]2[CH:19]=[CH:18][C:16]([NH:17][C:30]3[CH:35]=[C:34]([C:36]([F:39])([F:37])[F:38])[N:33]=[C:32]([NH2:40])[N:31]=3)=[CH:15][C:14]=2[F:20])[NH:5][CH:4]=1)[CH3:2]. (9) Given the reactants [F:1][C:2]1[CH:3]=[C:4]([C:11]([N:13]2[CH2:17][CH2:16][CH2:15][CH2:14]2)=[O:12])[CH:5]=[CH:6][C:7]=1[N+:8]([O-])=O, predict the reaction product. The product is: [NH2:8][C:7]1[CH:6]=[CH:5][C:4]([C:11]([N:13]2[CH2:17][CH2:16][CH2:15][CH2:14]2)=[O:12])=[CH:3][C:2]=1[F:1]. (10) Given the reactants Cl[C:2]1[CH:3]=[CH:4][C:5]2[N:6]([C:8]([C@H:11]([C:13]3[C:14]([F:24])=[C:15]4[C:20](=[CH:21][C:22]=3[F:23])[N:19]=[CH:18][CH:17]=[CH:16]4)[CH3:12])=[CH:9][N:10]=2)[N:7]=1.[F-].[K+].Cl.[CH3:28][N:29]1[CH2:34][CH2:33][NH:32][CH2:31][C:30]1=[O:35].C(N(C(C)C)C(C)C)C, predict the reaction product. The product is: [F:24][C:14]1[C:13]([C@@H:11]([C:8]2[N:6]3[N:7]=[C:2]([N:32]4[CH2:33][CH2:34][N:29]([CH3:28])[C:30](=[O:35])[CH2:31]4)[CH:3]=[CH:4][C:5]3=[N:10][CH:9]=2)[CH3:12])=[C:22]([F:23])[CH:21]=[C:20]2[C:15]=1[CH:16]=[CH:17][CH:18]=[N:19]2.